Dataset: Peptide-MHC class II binding affinity with 134,281 pairs from IEDB. Task: Regression. Given a peptide amino acid sequence and an MHC pseudo amino acid sequence, predict their binding affinity value. This is MHC class II binding data. (1) The peptide sequence is YDKFLATVSTVLTGK. The MHC is DRB1_1101 with pseudo-sequence DRB1_1101. The binding affinity (normalized) is 0.537. (2) The peptide sequence is WFKVAATAANAAPAN. The MHC is DRB1_0802 with pseudo-sequence DRB1_0802. The binding affinity (normalized) is 0.487. (3) The binding affinity (normalized) is 0.258. The peptide sequence is LQGPFNFRFLTEKGM. The MHC is HLA-DPA10201-DPB10501 with pseudo-sequence HLA-DPA10201-DPB10501. (4) The peptide sequence is SQDLELSNNLNGLQAY. The MHC is DRB1_1302 with pseudo-sequence DRB1_1302. The binding affinity (normalized) is 0.609. (5) The peptide sequence is GELQIVDKIDAAFCI. The MHC is DRB1_0401 with pseudo-sequence DRB1_0401. The binding affinity (normalized) is 0.435. (6) The peptide sequence is TITVYAVTYYKEADY. The MHC is HLA-DQA10301-DQB10302 with pseudo-sequence HLA-DQA10301-DQB10302. The binding affinity (normalized) is 0.451. (7) The peptide sequence is TPEKEEPTAAPAEPE. The MHC is HLA-DQA10301-DQB10302 with pseudo-sequence HLA-DQA10301-DQB10302. The binding affinity (normalized) is 0.818.